The task is: Regression. Given a peptide amino acid sequence and an MHC pseudo amino acid sequence, predict their binding affinity value. This is MHC class II binding data.. This data is from Peptide-MHC class II binding affinity with 134,281 pairs from IEDB. (1) The peptide sequence is ASDVETAEGGEIHELLRLQ. The MHC is HLA-DPA10201-DPB11401 with pseudo-sequence HLA-DPA10201-DPB11401. The binding affinity (normalized) is 0.145. (2) The peptide sequence is KNLYDHALMSIISTF. The MHC is DRB1_1302 with pseudo-sequence DRB1_1302. The binding affinity (normalized) is 0.471.